This data is from Reaction yield outcomes from USPTO patents with 853,638 reactions. The task is: Predict the reaction yield, written as a fraction of the theoretical maximum amount of product (1.0 means a 100% yield; for example, 0.34 means a 34% yield). (1) The reactants are [C:1]([C:3]1[CH:4]=[C:5]([O:22][C:23]([F:26])([F:25])[F:24])[CH:6]=[C:7]2[C:12]=1[O:11][CH:10]([C:13]([F:16])([F:15])[F:14])[C:9]([C:17]([O:19][CH2:20][CH3:21])=[O:18])=[CH:8]2)#[CH:2]. The catalyst is CCO.[Pd]. The product is [CH2:1]([C:3]1[CH:4]=[C:5]([O:22][C:23]([F:26])([F:24])[F:25])[CH:6]=[C:7]2[C:12]=1[O:11][CH:10]([C:13]([F:16])([F:15])[F:14])[C:9]([C:17]([O:19][CH2:20][CH3:21])=[O:18])=[CH:8]2)[CH3:2]. The yield is 1.00. (2) The reactants are Br[C:2]1[CH:7]=[C:6]([Cl:8])[CH:5]=[CH:4][C:3]=1[O:9][CH2:10][C:11]([F:14])([F:13])[F:12].C([Mg]Cl)(C)C.C[O:21][B:22](OC)[O:23]C.Cl. The catalyst is O1CCCC1. The product is [Cl:8][C:6]1[CH:5]=[CH:4][C:3]([O:9][CH2:10][C:11]([F:14])([F:13])[F:12])=[C:2]([B:22]([OH:23])[OH:21])[CH:7]=1. The yield is 0.610. (3) The reactants are [Cl:1][C:2]1[N:7]=[C:6](Cl)[C:5]([F:9])=[CH:4][N:3]=1.[CH2:10]([O:14][C:15]1[CH:21]=[CH:20][C:18]([NH2:19])=[CH:17][CH:16]=1)[CH2:11][CH2:12][CH3:13].Cl.[OH-].[Na+]. The catalyst is CC(C)=O.O. The product is [Cl:1][C:2]1[N:7]=[C:6]([NH:19][C:18]2[CH:17]=[CH:16][C:15]([O:14][CH2:10][CH2:11][CH2:12][CH3:13])=[CH:21][CH:20]=2)[C:5]([F:9])=[CH:4][N:3]=1. The yield is 0.800. (4) The reactants are [O:1]=[C:2]1[CH2:7][CH2:6][CH2:5][CH2:4][N:3]1[CH2:8][C:9]1[CH:17]=[CH:16][C:12]([C:13]([OH:15])=O)=[CH:11][CH:10]=1.S(Cl)(Cl)=O.[NH2:22][C:23]1[S:24][C:25]([N:33]2[CH2:38][CH2:37][O:36][CH2:35][CH2:34]2)=[C:26]([C:28]2[O:29][CH:30]=[CH:31][CH:32]=2)[N:27]=1. The catalyst is ClCCl. The product is [O:29]1[CH:30]=[CH:31][CH:32]=[C:28]1[C:26]1[N:27]=[C:23]([NH:22][C:13](=[O:15])[C:12]2[CH:11]=[CH:10][C:9]([CH2:8][N:3]3[CH2:4][CH2:5][CH2:6][CH2:7][C:2]3=[O:1])=[CH:17][CH:16]=2)[S:24][C:25]=1[N:33]1[CH2:38][CH2:37][O:36][CH2:35][CH2:34]1. The yield is 0.290. (5) The reactants are C1CCCCC=1.[CH2:7]([O:9][C:10](=[O:43])[CH:11]=[CH:12][C:13]1[N:14]([C:33]2[CH:38]=[CH:37][C:36]([O:39][CH:40]([CH3:42])[CH3:41])=[CH:35][CH:34]=2)[C:15]2[C:20]([C:21]=1Cl)=[CH:19][C:18]([C:23]1[CH:28]=[CH:27][C:26]([C:29]([F:32])([F:31])[F:30])=[CH:25][N:24]=1)=[CH:17][CH:16]=2)[CH3:8]. The catalyst is CCO.[Pd]. The product is [CH2:7]([O:9][C:10](=[O:43])[CH2:11][CH2:12][C:13]1[N:14]([C:33]2[CH:34]=[CH:35][C:36]([O:39][CH:40]([CH3:42])[CH3:41])=[CH:37][CH:38]=2)[C:15]2[C:20]([CH:21]=1)=[CH:19][C:18]([C:23]1[CH:28]=[CH:27][C:26]([C:29]([F:30])([F:32])[F:31])=[CH:25][N:24]=1)=[CH:17][CH:16]=2)[CH3:8]. The yield is 0.910. (6) The reactants are [NH:1]1[C:5]2[CH:6]=[CH:7][CH:8]=[CH:9][C:4]=2[N:3]=[N:2]1.I[CH2:11][CH:12]([CH3:14])[CH3:13].C(=O)([O-])[O-].[K+].[K+]. The catalyst is CN(C)C=O. The product is [CH2:11]([N:2]1[N:3]=[C:4]2[CH:9]=[CH:8][CH:7]=[CH:6][C:5]2=[N:1]1)[CH:12]([CH3:14])[CH3:13]. The yield is 0.500. (7) The product is [C:5]([CH:4]([CH2:1][CH:2]=[CH2:3])[CH2:15][CH:16]=[CH2:17])([O:7][CH2:8][CH3:9])=[O:6].[C:41]([NH:59][C:53]1[C:52]([F:51])=[CH:57][NH:56][C:55](=[O:58])[N:54]=1)(=[O:43])[CH3:42]. The catalyst is C(O)(=O)C. The reactants are [CH2:1]([C:4]([CH2:15][CH:16]=[CH2:17])(C(OCC)=O)[C:5]([O:7][CH2:8][CH3:9])=[O:6])[CH:2]=[CH2:3].C(C(CC=C)CC=C)(OCC)=O.C(O[C@H]1C[C@@H](CO[C:41](=[O:43])[CH3:42])C=C1)(=O)C.C1CC=CC=1.C=O.[F:51][C:52]1[C:53]([NH2:59])=[N:54][C:55](=[O:58])[NH:56][CH:57]=1.C(OC1C=CC([N+]([O-])=O)=CC=1)(=O)C. The yield is 0.780. (8) The reactants are [CH3:1][C:2]1[CH:6]=[C:5]([CH3:7])[N:4]([CH2:8][CH2:9][OH:10])[N:3]=1.C(N(CC)CC)C.[CH3:18][C:19]1[CH:24]=[CH:23][C:22]([S:25](Cl)(=[O:27])=[O:26])=[CH:21][CH:20]=1. The catalyst is CC#N. The product is [CH3:18][C:19]1[CH:24]=[CH:23][C:22]([S:25]([O:10][CH2:9][CH2:8][N:4]2[C:5]([CH3:7])=[CH:6][C:2]([CH3:1])=[N:3]2)(=[O:27])=[O:26])=[CH:21][CH:20]=1. The yield is 0.460. (9) The catalyst is C1COCC1. The yield is 0.880. The reactants are [CH2:1]([N:3]1[C:7]([C:8]([OH:10])=O)=[CH:6][C:5]([CH3:11])=[N:4]1)[CH3:2].S(Cl)(Cl)=O.[NH2:16][C:17]1[CH:18]=[C:19]([CH:32]=[CH:33][CH:34]=1)[C:20]([C:22]1[CH:30]=[C:29]2[C:25]([CH2:26][C:27](=[O:31])[NH:28]2)=[CH:24][CH:23]=1)=[O:21]. The product is [O:31]=[C:27]1[CH2:26][C:25]2[C:29](=[CH:30][C:22]([C:20]([C:19]3[CH:18]=[C:17]([NH:16][C:8]([C:7]4[N:3]([CH2:1][CH3:2])[N:4]=[C:5]([CH3:11])[CH:6]=4)=[O:10])[CH:34]=[CH:33][CH:32]=3)=[O:21])=[CH:23][CH:24]=2)[NH:28]1. (10) The reactants are O[C:2]1[C:7]([CH:8]([CH3:10])[CH3:9])=[C:6]([CH3:11])[N:5]=[CH:4][N:3]=1.P(Cl)(Cl)([Cl:14])=O. The catalyst is CN(C=O)C. The product is [Cl:14][C:2]1[C:7]([CH:8]([CH3:10])[CH3:9])=[C:6]([CH3:11])[N:5]=[CH:4][N:3]=1. The yield is 0.620.